From a dataset of Reaction yield outcomes from USPTO patents with 853,638 reactions. Predict the reaction yield, written as a fraction of the theoretical maximum amount of product (1.0 means a 100% yield; for example, 0.34 means a 34% yield). (1) The reactants are [C:1]([C:4]1[CH:9]=[CH:8][CH:7]=[CH:6][CH:5]=1)(=[O:3])[CH3:2].[OH-].[Na+].[CH:12]([C:14]1[CH:22]=[CH:21][C:17]([C:18]([OH:20])=[O:19])=[CH:16][CH:15]=1)=O.Cl. The catalyst is C(O)C.O. The product is [C:18]([C:17]1[CH:21]=[CH:22][C:14]([CH:12]=[CH:2][C:1]([C:4]2[CH:9]=[CH:8][CH:7]=[CH:6][CH:5]=2)=[O:3])=[CH:15][CH:16]=1)([OH:20])=[O:19]. The yield is 0.600. (2) The reactants are [CH:1]([C:4]1[CH:9]=[CH:8][N:7]=[CH:6][CH:5]=1)([CH3:3])[CH3:2].[Br:10][CH2:11][C:12]([C:14]1[CH:19]=[CH:18][C:17]([Cl:20])=[CH:16][CH:15]=1)=[O:13]. The catalyst is C(#N)C. The product is [Br-:10].[Cl:20][C:17]1[CH:18]=[CH:19][C:14]([C:12](=[O:13])[CH2:11][N+:7]2[CH:8]=[CH:9][C:4]([CH:1]([CH3:3])[CH3:2])=[CH:5][CH:6]=2)=[CH:15][CH:16]=1. The yield is 0.780. (3) The reactants are C[O:2][C:3]1[CH:23]=[CH:22][C:6]2[C:7]([CH:10]([CH2:13][C:14]3[CH:19]=[CH:18][C:17]([O:20]C)=[CH:16][CH:15]=3)[C:11]#[N:12])=[N:8][O:9][C:5]=2[CH:4]=1.B(Br)(Br)Br.O. The catalyst is C(Cl)Cl. The product is [OH:2][C:3]1[CH:23]=[CH:22][C:6]2[C:7]([CH:10]([CH2:13][C:14]3[CH:19]=[CH:18][C:17]([OH:20])=[CH:16][CH:15]=3)[C:11]#[N:12])=[N:8][O:9][C:5]=2[CH:4]=1. The yield is 0.620. (4) The reactants are [OH:1][C:2]1[CH:29]=[CH:28][C:5]([CH2:6][N:7]([CH2:20][CH2:21][C:22]2[CH:27]=[CH:26][CH:25]=[CH:24][N:23]=2)[C:8](=[O:19])[CH2:9][CH2:10][CH2:11][CH2:12][C:13]2[CH:18]=[CH:17][CH:16]=[CH:15][CH:14]=2)=[CH:4][C:3]=1[O:30][CH3:31].CCN(CC)CC.[C:39](Cl)(=[O:46])[C:40]1[CH:45]=[CH:44][CH:43]=[CH:42][CH:41]=1. The catalyst is C(Cl)Cl. The product is [C:39]([O:1][C:2]1[CH:29]=[CH:28][C:5]([CH2:6][N:7]([CH2:20][CH2:21][C:22]2[CH:27]=[CH:26][CH:25]=[CH:24][N:23]=2)[C:8](=[O:19])[CH2:9][CH2:10][CH2:11][CH2:12][C:13]2[CH:18]=[CH:17][CH:16]=[CH:15][CH:14]=2)=[CH:4][C:3]=1[O:30][CH3:31])(=[O:46])[C:40]1[CH:45]=[CH:44][CH:43]=[CH:42][CH:41]=1. The yield is 0.380. (5) The catalyst is C(OC(=O)C)(=O)C. The product is [C:6]([N:4]1[CH2:5][C:6](=[O:8])[N:7]([C:3](=[O:9])[CH3:2])[CH:2]([CH3:1])[C:3]1=[O:9])(=[O:8])[CH3:5]. The yield is 0.800. The reactants are [CH3:1][CH:2]1[NH:7][C:6](=[O:8])[CH2:5][NH:4][C:3]1=[O:9].